Dataset: hERG Central: cardiac toxicity at 1µM, 10µM, and general inhibition. Task: Predict hERG channel inhibition at various concentrations. The molecule is O=C(NCCO)/C(=C\c1ccc2c(c1)OCO2)NC(=O)c1ccc(Br)cc1. Results: hERG_inhib (hERG inhibition (general)): blocker.